The task is: Predict which catalyst facilitates the given reaction.. This data is from Catalyst prediction with 721,799 reactions and 888 catalyst types from USPTO. (1) Reactant: Br[CH2:2][C:3]([NH:5][C:6]1[N:7]=[C:8]([N:26]([CH3:28])[CH3:27])[N:9]([C:20]2[CH:25]=[CH:24][CH:23]=[CH:22][CH:21]=2)[C:10]=1[C:11]([O:13][C:14]([CH3:19])([CH3:18])[CH2:15][O:16][CH3:17])=[O:12])=[O:4].[N:29]1[C:33]2[CH:34]=[CH:35][CH:36]=[CH:37][C:32]=2[NH:31][CH:30]=1.C([O-])([O-])=O.[K+].[K+]. Product: [N:29]1([CH2:2][C:3]([NH:5][C:6]2[N:7]=[C:8]([N:26]([CH3:28])[CH3:27])[N:9]([C:20]3[CH:25]=[CH:24][CH:23]=[CH:22][CH:21]=3)[C:10]=2[C:11]([O:13][C:14]([CH3:19])([CH3:18])[CH2:15][O:16][CH3:17])=[O:12])=[O:4])[C:33]2[CH:34]=[CH:35][CH:36]=[CH:37][C:32]=2[N:31]=[CH:30]1. The catalyst class is: 3. (2) Reactant: F[C:2]1[CH:7]=[CH:6][C:5]([C:8](=[O:10])[CH3:9])=[C:4]([C:11]([F:14])([F:13])[F:12])[CH:3]=1.[NH2:15][C:16]([CH3:20])([CH3:19])[CH2:17][OH:18].CCN(C(C)C)C(C)C. Product: [OH:18][CH2:17][C:16]([NH:15][C:2]1[CH:7]=[CH:6][C:5]([C:8](=[O:10])[CH3:9])=[C:4]([C:11]([F:14])([F:13])[F:12])[CH:3]=1)([CH3:20])[CH3:19]. The catalyst class is: 549. (3) Reactant: Cl[C:2]1[C:3]2[C:10]3[CH2:11][CH2:12][C@H:13]([C:15]([O:17][CH2:18][CH3:19])=[O:16])[CH2:14][C:9]=3[S:8][C:4]=2[N:5]=[CH:6][N:7]=1.[NH:20]1[C:24]2=[CH:25][N:26]=[C:27]([NH2:29])[CH:28]=[C:23]2[CH:22]=[N:21]1. Product: [NH:20]1[C:24]2=[CH:25][N:26]=[C:27]([NH:29][C:2]3[C:3]4[C:10]5[CH2:11][CH2:12][C@H:13]([C:15]([O:17][CH2:18][CH3:19])=[O:16])[CH2:14][C:9]=5[S:8][C:4]=4[N:5]=[CH:6][N:7]=3)[CH:28]=[C:23]2[CH:22]=[N:21]1. The catalyst class is: 8. (4) Product: [CH3:55][C:35]([O:44][C:45]1[CH:46]=[CH:47][C:48]([C:51]([CH3:54])([CH3:53])[CH3:52])=[CH:49][CH:50]=1)([CH2:36][C:37]1[CH:42]=[CH:41][C:40]([O:20][CH2:19][CH2:18][C:3]2[N:4]=[C:5]([C:7]3[CH:12]=[CH:11][CH:10]=[C:9]([C:13]4[CH:17]=[CH:16][S:15][CH:14]=4)[CH:8]=3)[O:6][C:2]=2[CH3:1])=[CH:39][CH:38]=1)[C:34]([OH:56])=[O:33]. The catalyst class is: 8. Reactant: [CH3:1][C:2]1[O:6][C:5]([C:7]2[CH:12]=[CH:11][CH:10]=[C:9]([C:13]3[CH:17]=[CH:16][S:15][CH:14]=3)[CH:8]=2)=[N:4][C:3]=1[CH2:18][CH2:19][O:20]S(C1C=CC(C)=CC=1)(=O)=O.C([O:33][C:34](=[O:56])[C:35]([CH3:55])([O:44][C:45]1[CH:50]=[CH:49][C:48]([C:51]([CH3:54])([CH3:53])[CH3:52])=[CH:47][CH:46]=1)[CH2:36][C:37]1[CH:42]=[CH:41][C:40](O)=[CH:39][CH:38]=1)C. (5) Reactant: [CH3:1][C:2]1[O:6][C:5]([C:7]([OH:9])=[O:8])=[CH:4][CH:3]=1.[CH:10]1N=CN(C(N2C=NC=C2)=O)C=1.CN(C=O)C.[CH2:27]1[CH2:37][CH2:36]N2C(=NCCC2)CC1. Product: [CH3:1][C:2]1[O:6][C:5]([C:7]([O:9][C:37]([CH3:27])([CH3:10])[CH3:36])=[O:8])=[CH:4][CH:3]=1. The catalyst class is: 218. (6) Reactant: [N:1]([Si](C)(C)C)=[N+:2]=[N-:3].C([Sn](=O)CCCC)CCC.[F:18][C:19]1[CH:20]=[C:21]([N:33]2[CH2:37][C@H:36]([CH2:38][NH:39][C:40](=[O:42])[CH3:41])[O:35][C:34]2=[O:43])[CH:22]=[CH:23][C:24]=1[C:25]1[CH2:30][CH2:29][N:28]([C:31]#[N:32])[CH2:27][CH:26]=1.CO. Product: [F:18][C:19]1[CH:20]=[C:21]([N:33]2[CH2:37][C@H:36]([CH2:38][NH:39][C:40](=[O:42])[CH3:41])[O:35][C:34]2=[O:43])[CH:22]=[CH:23][C:24]=1[C:25]1[CH2:30][CH2:29][N:28]([C:31]2[NH:32][N:3]=[N:2][N:1]=2)[CH2:27][CH:26]=1. The catalyst class is: 11. (7) Reactant: Cl[C:2]1[N:12]=[C:11]2[C:5]([N:6]([CH3:23])[C:7](=[O:22])[C:8]([CH2:20][CH3:21])([CH2:18][CH3:19])[CH2:9][N:10]2[CH:13]2[CH2:17][CH2:16][CH2:15][CH2:14]2)=[CH:4][N:3]=1.O.C1(C)C=CC(S(O)(=O)=O)=CC=1.[NH2:36][C:37]1[CH:55]=[CH:54][C:40]([C:41]([NH:43][CH2:44][C:45]([CH3:53])([CH3:52])[CH2:46][N:47]2[CH2:51][CH2:50][CH2:49][CH2:48]2)=[O:42])=[CH:39][C:38]=1[O:56][CH3:57].CC(C)CC(O)C. Product: [CH:13]1([N:10]2[CH2:9][C:8]([CH2:20][CH3:21])([CH2:18][CH3:19])[C:7](=[O:22])[N:6]([CH3:23])[C:5]3[C:11]2=[N:12][C:2]([NH:36][C:37]2[CH:55]=[CH:54][C:40]([C:41]([NH:43][CH2:44][C:45]([CH3:52])([CH3:53])[CH2:46][N:47]4[CH2:51][CH2:50][CH2:49][CH2:48]4)=[O:42])=[CH:39][C:38]=2[O:56][CH3:57])=[N:3][CH:4]=3)[CH2:17][CH2:16][CH2:15][CH2:14]1. The catalyst class is: 5.